This data is from Reaction yield outcomes from USPTO patents with 853,638 reactions. The task is: Predict the reaction yield, written as a fraction of the theoretical maximum amount of product (1.0 means a 100% yield; for example, 0.34 means a 34% yield). (1) The reactants are [O:1]1[C:5]2[CH:6]=[CH:7][C:8]([C:10]3([C:13]([NH:15][C:16]4[CH:17]=[C:18]5[C:22](=[CH:23][CH:24]=4)[N:21]([CH2:25][CH2:26]Cl)[CH:20]([C:28]([CH3:31])([CH3:30])[CH3:29])[CH2:19]5)=[O:14])[CH2:12][CH2:11]3)=[CH:9][C:4]=2[O:3][CH2:2]1.[C-:32]#[N:33].[Na+]. The catalyst is C(O)C.O. The product is [O:1]1[C:5]2[CH:6]=[CH:7][C:8]([C:10]3([C:13]([NH:15][C:16]4[CH:17]=[C:18]5[C:22](=[CH:23][CH:24]=4)[N:21]([CH2:25][CH2:26][C:32]#[N:33])[CH:20]([C:28]([CH3:31])([CH3:30])[CH3:29])[CH2:19]5)=[O:14])[CH2:12][CH2:11]3)=[CH:9][C:4]=2[O:3][CH2:2]1. The yield is 0.770. (2) The reactants are [H-].[K+].[Cl:3][C:4]1[C:5]([Cl:25])=[CH:6][C:7]2[C:8]3[CH2:17][CH2:16][N:15]([C:18]([O:20][C:21]([CH3:24])([CH3:23])[CH3:22])=[O:19])[CH2:14][CH2:13][C:9]=3[NH:10][C:11]=2[CH:12]=1.Br[CH2:27][CH2:28][CH2:29][C:30]1[CH:35]=[CH:34][CH:33]=[CH:32][CH:31]=1. The catalyst is CN(C=O)C. The product is [Cl:3][C:4]1[C:5]([Cl:25])=[CH:6][C:7]2[C:8]3[CH2:17][CH2:16][N:15]([C:18]([O:20][C:21]([CH3:22])([CH3:24])[CH3:23])=[O:19])[CH2:14][CH2:13][C:9]=3[N:10]([CH2:27][CH2:28][CH2:29][C:30]3[CH:35]=[CH:34][CH:33]=[CH:32][CH:31]=3)[C:11]=2[CH:12]=1. The yield is 0.780. (3) The reactants are Br[C:2]1[CH:3]=[C:4]2[N:10]([CH:11]([C:13]3[CH:18]=[CH:17][CH:16]=[CH:15][CH:14]=3)[CH3:12])[C:9](=[O:19])[N:8](C(OC(C)(C)C)=O)[C:5]2=[N:6][CH:7]=1.Br[C:28]1[CH:29]=[C:30]2NC(=O)N(C(OC(C)(C)C)=O)[C:31]2=[N:32][CH:33]=1.[C:45]1(C(O)C)[CH:50]=CC=[CH:47][CH:46]=1.C1(P(C2C=CC=CC=2)C2C=CC=CC=2)C=CC=CC=1.N(C(OC(C)C)=O)=NC(OC(C)C)=O. The catalyst is O1CCCC1. The product is [C:13]1([CH:11]([N:10]2[C:4]3[C:5](=[N:6][CH:7]=[C:2]([C:47]4[CH:46]=[CH:45][CH:50]=[C:31]5[C:30]=4[CH:29]=[CH:28][CH:33]=[N:32]5)[CH:3]=3)[NH:8][C:9]2=[O:19])[CH3:12])[CH:14]=[CH:15][CH:16]=[CH:17][CH:18]=1. The yield is 0.360. (4) The reactants are [CH3:1][C:2]1[C:3]([CH2:14][S:15]([C:17]2[NH:18][C:19]3[CH:25]=[CH:24][CH:23]=[CH:22][C:20]=3[N:21]=2)=[O:16])=[N:4][CH:5]=[CH:6][C:7]=1[O:8][CH2:9][C:10]([F:13])([F:12])[F:11].[H-].[Na+].[C:28]1([S:34]([CH2:37][CH2:38][O:39][C:40](=[O:69])[CH2:41][O:42][C:43]2[CH:48]=[CH:47][C:46]([S:49](Cl)(=[O:51])=[O:50])=[CH:45][C:44]=2[O:53][CH2:54][C:55]([O:57][CH2:58][CH2:59][S:60]([C:63]2[CH:68]=[CH:67][CH:66]=[CH:65][CH:64]=2)(=[O:62])=[O:61])=[O:56])(=[O:36])=[O:35])[CH:33]=[CH:32][CH:31]=[CH:30][CH:29]=1.O. The catalyst is C(Cl)Cl. The product is [C:28]1([S:34]([CH2:37][CH2:38][O:39][C:40](=[O:69])[CH2:41][O:42][C:43]2[CH:48]=[CH:47][C:46]([S:49]([N:21]3[C:20]4[CH:22]=[CH:23][CH:24]=[CH:25][C:19]=4[N:18]=[C:17]3[S:15]([CH2:14][C:3]3[C:2]([CH3:1])=[C:7]([O:8][CH2:9][C:10]([F:13])([F:11])[F:12])[CH:6]=[CH:5][N:4]=3)=[O:16])(=[O:50])=[O:51])=[CH:45][C:44]=2[O:53][CH2:54][C:55]([O:57][CH2:58][CH2:59][S:60]([C:63]2[CH:64]=[CH:65][CH:66]=[CH:67][CH:68]=2)(=[O:62])=[O:61])=[O:56])(=[O:36])=[O:35])[CH:33]=[CH:32][CH:31]=[CH:30][CH:29]=1. The yield is 0.780. (5) The reactants are [F:1][C:2]1[CH:7]=[CH:6][CH:5]=[CH:4][C:3]=1[C:8]1[O:12][C:11]([CH2:13][N:14]([CH3:22])[C:15](=[O:21])[O:16][C:17]([CH3:20])([CH3:19])[CH3:18])=[CH:10][C:9]=1SC1C=CC=CC=1.Cl[C:31]1[CH:36]=[CH:35][CH:34]=[C:33](C(OO)=O)[CH:32]=1.[S:41]([O-:45])([O-])(=[O:43])=S.[Na+].[Na+]. The catalyst is C(OCC)(=O)C. The product is [F:1][C:2]1[CH:7]=[CH:6][CH:5]=[CH:4][C:3]=1[C:8]1[O:12][C:11]([CH2:13][N:14]([CH3:22])[C:15](=[O:21])[O:16][C:17]([CH3:19])([CH3:20])[CH3:18])=[CH:10][C:9]=1[S:41]([C:31]1[CH:36]=[CH:35][CH:34]=[CH:33][CH:32]=1)(=[O:45])=[O:43]. The yield is 0.880.